The task is: Predict the reaction yield, written as a fraction of the theoretical maximum amount of product (1.0 means a 100% yield; for example, 0.34 means a 34% yield).. This data is from Reaction yield outcomes from USPTO patents with 853,638 reactions. The reactants are [NH:1]1[C:9]2[C:4](=[CH:5][CH:6]=[CH:7][C:8]=2[C:10]([OH:12])=O)[CH:3]=[CH:2]1.CN(C(ON1N=NC2C=CC=CC1=2)=[N+](C)C)C.[B-](F)(F)(F)F.C(N(CC)C(C)C)(C)C.[C:44]([C:48]1[CH:65]=[CH:64][C:51]([CH2:52][NH:53][CH2:54][C@@H:55]([C:57]2[CH:62]=[CH:61][C:60]([Cl:63])=[CH:59][CH:58]=2)[OH:56])=[CH:50][CH:49]=1)([CH3:47])([CH3:46])[CH3:45]. The catalyst is CN(C=O)C.O. The product is [C:44]([C:48]1[CH:65]=[CH:64][C:51]([CH2:52][N:53]([CH2:54][C@@H:55]([C:57]2[CH:58]=[CH:59][C:60]([Cl:63])=[CH:61][CH:62]=2)[OH:56])[C:10]([C:8]2[CH:7]=[CH:6][CH:5]=[C:4]3[C:9]=2[NH:1][CH:2]=[CH:3]3)=[O:12])=[CH:50][CH:49]=1)([CH3:47])([CH3:45])[CH3:46]. The yield is 0.500.